The task is: Predict the product of the given reaction.. This data is from Forward reaction prediction with 1.9M reactions from USPTO patents (1976-2016). Given the reactants [O:1]1[CH2:6][CH2:5][CH2:4][O:3][CH:2]1[C:7]1[CH:12]=[CH:11][C:10]([C:13]2[S:14][C:15]3[C:20]([N:21]=2)=[CH:19][CH:18]=[C:17]([CH2:22][C:23]2[CH:28]=[CH:27][CH:26]=[CH:25][CH:24]=2)[N:16]=3)=[C:9]([F:29])[CH:8]=1.[Li+].C[Si]([N-][Si](C)(C)C)(C)C.[CH2:40]1[CH2:44]O[CH2:42][CH2:41]1.BrCCC=C, predict the reaction product. The product is: [O:3]1[CH2:4][CH2:5][CH2:6][O:1][CH:2]1[C:7]1[CH:12]=[CH:11][C:10]([C:13]2[S:14][C:15]3[C:20]([N:21]=2)=[CH:19][CH:18]=[C:17]([CH:22]([C:23]2[CH:24]=[CH:25][CH:26]=[CH:27][CH:28]=2)[CH2:42][CH2:41][CH:40]=[CH2:44])[N:16]=3)=[C:9]([F:29])[CH:8]=1.